Dataset: Reaction yield outcomes from USPTO patents with 853,638 reactions. Task: Predict the reaction yield, written as a fraction of the theoretical maximum amount of product (1.0 means a 100% yield; for example, 0.34 means a 34% yield). (1) The yield is 0.650. The catalyst is CO.[OH-].[Na+]. The product is [C:1]([O:5][C:6]([NH:8][CH2:9][CH:10]1[CH2:11][CH2:12][N:13]([CH2:16][C:17]2([C:23]([OH:25])=[O:24])[CH2:18][CH2:19][O:20][CH2:21][CH2:22]2)[CH2:14][CH2:15]1)=[O:7])([CH3:4])([CH3:2])[CH3:3]. The reactants are [C:1]([O:5][C:6]([NH:8][CH2:9][CH:10]1[CH2:15][CH2:14][N:13]([CH2:16][C:17]2([C:23]([O:25]C)=[O:24])[CH2:22][CH2:21][O:20][CH2:19][CH2:18]2)[CH2:12][CH2:11]1)=[O:7])([CH3:4])([CH3:3])[CH3:2].Cl. (2) The reactants are [C:1]([C:8]1[O:9][C:10]([CH2:17][NH2:18])=[C:11]([C:13]([O:15]C)=[O:14])[N:12]=1)([O:3][C:4]([CH3:7])([CH3:6])[CH3:5])=[O:2]. The catalyst is C1COCC1.[OH-].[Na+]. The product is [C:1]([C:8]1[O:9][C:10]([CH2:17][NH2:18])=[C:11]([C:13]([OH:15])=[O:14])[N:12]=1)([O:3][C:4]([CH3:7])([CH3:6])[CH3:5])=[O:2]. The yield is 0.910. (3) The reactants are [CH2:1]([O:3][C:4](=[O:28])[CH2:5][CH2:6][N:7]1[C:16]2[C:11](=[CH:12][C:13]([O:17]CC3C=CC(OC)=CC=3)=[CH:14][CH:15]=2)[CH2:10][CH2:9][C:8]1=[O:27])[CH3:2].[H][H]. The product is [CH2:1]([O:3][C:4](=[O:28])[CH2:5][CH2:6][N:7]1[C:16]2[C:11](=[CH:12][C:13]([OH:17])=[CH:14][CH:15]=2)[CH2:10][CH2:9][C:8]1=[O:27])[CH3:2]. The yield is 0.920. The catalyst is [Pd].CCO. (4) The reactants are [CH2:1]([O:3][C:4]1[CH:5]=[C:6]([C:20]2[CH:25]=[CH:24][C:23]([CH2:26][C:27]([OH:29])=O)=[C:22]([F:30])[CH:21]=2)[CH:7]=[N:8][C:9]=1[O:10][CH2:11][C:12]1[CH:17]=[CH:16][C:15]([O:18][CH3:19])=[CH:14][CH:13]=1)[CH3:2].[F:31][C:32]([F:43])([F:42])[C:33]([C:36]1[CH:40]=[C:39]([NH2:41])[NH:38][N:37]=1)([CH3:35])[CH3:34].C(P1(=O)OP(CCC)(=O)OP(CCC)(=O)O1)CC.CC(=O)OCC. The catalyst is N1C=CC=CC=1.O.C(Cl)Cl. The product is [CH2:1]([O:3][C:4]1[CH:5]=[C:6]([C:20]2[CH:25]=[CH:24][C:23]([CH2:26][C:27]([NH:41][C:39]3[NH:38][N:37]=[C:36]([C:33]([CH3:35])([CH3:34])[C:32]([F:43])([F:42])[F:31])[CH:40]=3)=[O:29])=[C:22]([F:30])[CH:21]=2)[CH:7]=[N:8][C:9]=1[O:10][CH2:11][C:12]1[CH:13]=[CH:14][C:15]([O:18][CH3:19])=[CH:16][CH:17]=1)[CH3:2]. The yield is 0.421. (5) The reactants are [NH2:1][C:2]1[N:7]=[C:6]([C:8]2[NH:12][C:11]([C:13]3[CH:18]=[C:17]([Cl:19])[CH:16]=[CH:15][C:14]=3[CH3:20])=[C:10]([C:21]([OH:23])=O)[CH:9]=2)[CH:5]=[CH:4][N:3]=1.[CH3:24][N:25](C=O)C.C1COCC1.C1COCC1.CCN=C=NCCCN(C)C.Cl.C1C=CC2N(O)N=NC=2C=1. The catalyst is CN.O. The product is [NH2:1][C:2]1[N:7]=[C:6]([C:8]2[NH:12][C:11]([C:13]3[CH:18]=[C:17]([Cl:19])[CH:16]=[CH:15][C:14]=3[CH3:20])=[C:10]([C:21]([NH:25][CH3:24])=[O:23])[CH:9]=2)[CH:5]=[CH:4][N:3]=1. The yield is 0.840. (6) The product is [NH2:1][C:4]1[CH:5]=[CH:6][C:7]([N:10]2[C:14](=[O:15])[CH2:13][NH:12][C:11]2=[O:16])=[CH:8][CH:9]=1. The yield is 0.790. The catalyst is CO.[Pd].C1(C)C=CC=CC=1. The reactants are [N+:1]([C:4]1[CH:9]=[CH:8][C:7]([N:10]2[C:14](=[O:15])[CH2:13][NH:12][C:11]2=[O:16])=[CH:6][CH:5]=1)([O-])=O.